The task is: Predict the reactants needed to synthesize the given product.. This data is from Full USPTO retrosynthesis dataset with 1.9M reactions from patents (1976-2016). (1) Given the product [F:20][CH:2]([F:1])[C:3]1[C:7]([C:8]([OH:10])=[O:9])=[CH:6][N:5]([C:13]2[N:18]=[CH:17][C:16]([F:19])=[CH:15][N:14]=2)[N:4]=1, predict the reactants needed to synthesize it. The reactants are: [F:1][CH:2]([F:20])[C:3]1[C:7]([C:8]([O:10]CC)=[O:9])=[CH:6][N:5]([C:13]2[N:18]=[CH:17][C:16]([F:19])=[CH:15][N:14]=2)[N:4]=1.I[Si](C)(C)C. (2) Given the product [CH3:3][O:4][N:5]([CH3:22])[C:6]([CH:8]1[CH2:13][CH2:12][CH2:11][CH:10]([N:14]([CH3:23])[C:15](=[O:21])[O:16][C:17]([CH3:19])([CH3:18])[CH3:20])[CH2:9]1)=[O:7], predict the reactants needed to synthesize it. The reactants are: [H-].[Na+].[CH3:3][O:4][N:5]([CH3:22])[C:6]([CH:8]1[CH2:13][CH2:12][CH2:11][CH:10]([NH:14][C:15](=[O:21])[O:16][C:17]([CH3:20])([CH3:19])[CH3:18])[CH2:9]1)=[O:7].[CH3:23]I.O. (3) Given the product [CH3:16][O:6][C:5](=[O:7])[C:4]1[CH:8]=[CH:9][CH:10]=[N:11][C:3]=1[O:2][CH3:1], predict the reactants needed to synthesize it. The reactants are: [CH3:1][O:2][C:3]1[N:11]=[CH:10][CH:9]=[CH:8][C:4]=1[C:5]([OH:7])=[O:6].S(Cl)(Cl)=O.[C:16](Cl)(Cl)(Cl)Cl. (4) Given the product [CH2:33]([NH:40][C:22](=[O:23])[C:21]1[CH:25]=[CH:26][C:18]([CH2:17][N:14]2[C:12]3[N:13]=[C:8]([C:4]4[CH:5]=[CH:6][CH:7]=[C:2]([OH:1])[CH:3]=4)[N:9]=[C:10]([N:27]4[CH2:28][CH2:29][O:30][CH2:31][CH2:32]4)[C:11]=3[N:16]=[N:15]2)=[CH:19][CH:20]=1)[C:34]1[CH:39]=[CH:38][CH:37]=[CH:36][CH:35]=1, predict the reactants needed to synthesize it. The reactants are: [OH:1][C:2]1[CH:3]=[C:4]([C:8]2[N:9]=[C:10]([N:27]3[CH2:32][CH2:31][O:30][CH2:29][CH2:28]3)[C:11]3[N:16]=[N:15][N:14]([CH2:17][C:18]4[CH:26]=[CH:25][C:21]([C:22](O)=[O:23])=[CH:20][CH:19]=4)[C:12]=3[N:13]=2)[CH:5]=[CH:6][CH:7]=1.[CH2:33]([NH2:40])[C:34]1[CH:39]=[CH:38][CH:37]=[CH:36][CH:35]=1. (5) Given the product [C@@H:6]1([O:24][C:25]2[C:29]([CH2:30][C:31]3[CH:36]=[CH:35][C:34]([O:37][CH2:38][CH2:39][CH2:40][NH:50][C:51]([CH3:55])([CH3:54])[CH2:52][OH:53])=[CH:33][C:32]=3[CH3:46])=[C:28]([CH:47]([CH3:48])[CH3:49])[NH:27][N:26]=2)[O:7][C@H:8]([CH2:19][OH:20])[C@@H:9]([OH:15])[C@H:10]([OH:11])[C@H:5]1[OH:4], predict the reactants needed to synthesize it. The reactants are: C([O:4][C@@H:5]1[C@@H:10]([O:11]C(=O)C)[C@H:9]([O:15]C(=O)C)[C@@H:8]([CH2:19][O:20]C(=O)C)[O:7][C@H:6]1[O:24][C:25]1[C:29]([CH2:30][C:31]2[CH:36]=[CH:35][C:34]([O:37][CH2:38][CH2:39][CH2:40]OS(C)(=O)=O)=[CH:33][C:32]=2[CH3:46])=[C:28]([CH:47]([CH3:49])[CH3:48])[NH:27][N:26]=1)(=O)C.[NH2:50][C:51]([CH3:55])([CH3:54])[CH2:52][OH:53].[I-].[Na+]. (6) Given the product [Br:22][C:23]1[CH:31]=[CH:30][CH:29]=[C:28]2[C:24]=1/[C:25](=[CH:17]/[C:14]1[NH:13][C:9]3[CH2:10][CH2:11][CH2:12][N:6]([CH2:5][CH2:4][N:3]([CH2:20][CH3:21])[CH2:1][CH3:2])[C:7](=[O:19])[C:8]=3[C:15]=1[CH3:16])/[C:26](=[O:32])[NH:27]2, predict the reactants needed to synthesize it. The reactants are: [CH2:1]([N:3]([CH2:20][CH3:21])[CH2:4][CH2:5][N:6]1[CH2:12][CH2:11][CH2:10][C:9]2[NH:13][C:14]([CH:17]=O)=[C:15]([CH3:16])[C:8]=2[C:7]1=[O:19])[CH3:2].[Br:22][C:23]1[CH:31]=[CH:30][CH:29]=[C:28]2[C:24]=1[CH2:25][C:26](=[O:32])[NH:27]2.